This data is from Full USPTO retrosynthesis dataset with 1.9M reactions from patents (1976-2016). The task is: Predict the reactants needed to synthesize the given product. Given the product [C:1]([O:5][C:6]([NH:8][C@H:9]1[CH2:13][CH2:12][N:11]([C@@H:14]([CH2:18][C:19]2[N:20]=[CH:21][N:22]3[C:31]4[C:26](=[CH:27][C:28]([CH3:32])=[CH:29][CH:30]=4)[CH2:25][CH2:24][C:23]=23)[C:15]([O:17][C@@H:39]([C:33]2[CH:38]=[CH:37][CH:36]=[CH:35][CH:34]=2)[CH3:40])=[O:16])[CH2:10]1)=[O:7])([CH3:4])([CH3:3])[CH3:2], predict the reactants needed to synthesize it. The reactants are: [C:1]([O:5][C:6]([NH:8][C@H:9]1[CH2:13][CH2:12][N:11]([CH:14]([CH2:18][C:19]2[N:20]=[CH:21][N:22]3[C:31]4[C:26](=[CH:27][C:28]([CH3:32])=[CH:29][CH:30]=4)[CH2:25][CH2:24][C:23]=23)[C:15]([OH:17])=[O:16])[CH2:10]1)=[O:7])([CH3:4])([CH3:3])[CH3:2].[C:33]1([C@H:39](O)[CH3:40])[CH:38]=[CH:37][CH:36]=[CH:35][CH:34]=1.Cl.CN(C)CCCN=C=NCC.C(=O)([O-])O.[Na+].